Dataset: Peptide-MHC class I binding affinity with 185,985 pairs from IEDB/IMGT. Task: Regression. Given a peptide amino acid sequence and an MHC pseudo amino acid sequence, predict their binding affinity value. This is MHC class I binding data. (1) The peptide sequence is SGPSNTYPEI. The MHC is HLA-B08:01 with pseudo-sequence HLA-B08:01. The binding affinity (normalized) is 0. (2) The peptide sequence is YPASLHKFF. The MHC is HLA-B39:01 with pseudo-sequence HLA-B39:01. The binding affinity (normalized) is 0.0847. (3) The peptide sequence is NSESGNSRY. The MHC is HLA-B46:01 with pseudo-sequence HLA-B46:01. The binding affinity (normalized) is 0.0847. (4) The peptide sequence is CQPEKAKKET. The MHC is Mamu-A01 with pseudo-sequence Mamu-A01. The binding affinity (normalized) is 0.